From a dataset of Forward reaction prediction with 1.9M reactions from USPTO patents (1976-2016). Predict the product of the given reaction. (1) The product is: [CH2:1]([N:8]1[CH2:13][CH2:12][C:11](=[O:14])[C:10]([C:15]2[CH:20]=[CH:19][CH:18]=[C:17]([Cl:21])[CH:16]=2)([CH3:22])[CH2:9]1)[C:2]1[CH:3]=[CH:4][CH:5]=[CH:6][CH:7]=1. Given the reactants [CH2:1]([N:8]1[CH2:13][CH2:12][C:11](=[O:14])[CH:10]([C:15]2[CH:20]=[CH:19][CH:18]=[C:17]([Cl:21])[CH:16]=2)[CH2:9]1)[C:2]1[CH:7]=[CH:6][CH:5]=[CH:4][CH:3]=1.[CH:22]([N-]C(C)C)(C)C.[Li+].CI, predict the reaction product. (2) Given the reactants [Cl:1][C:2]1[CH:7]=[C:6]([C:8]2[CH:13]=[CH:12][C:11]([Cl:14])=[CH:10][CH:9]=2)[CH:5]=[CH:4][C:3]=1[CH:15]([C:21]([C:23]1([Cl:26])[CH2:25][CH2:24]1)=[O:22])C(OCC)=O.[Li+].[Cl-].O, predict the reaction product. The product is: [Cl:1][C:2]1[CH:7]=[C:6]([C:8]2[CH:9]=[CH:10][C:11]([Cl:14])=[CH:12][CH:13]=2)[CH:5]=[CH:4][C:3]=1[CH2:15][C:21]([C:23]1([Cl:26])[CH2:24][CH2:25]1)=[O:22]. (3) Given the reactants [CH2:1]([C:3]1[CH:8]=[C:7]([C:9]#[N:10])[CH:6]=[CH:5][C:4]=1[N:11]=[C:12]=[S:13])[CH3:2].[Cl-].[CH2:15]([S:22][CH2:23][C@H:24]([NH2+:27][CH2:28][CH:29]([CH3:31])[CH3:30])[CH2:25][Cl:26])[C:16]1[CH:21]=[CH:20][CH:19]=[CH:18][CH:17]=1, predict the reaction product. The product is: [ClH:26].[CH2:1]([C:3]1[CH:8]=[C:7]([C:9]#[N:10])[CH:6]=[CH:5][C:4]=1[N:11]=[C:12]1[N:27]([CH2:28][CH:29]([CH3:30])[CH3:31])[C@@H:24]([CH2:23][S:22][CH2:15][C:16]2[CH:17]=[CH:18][CH:19]=[CH:20][CH:21]=2)[CH2:25][S:13]1)[CH3:2]. (4) Given the reactants [CH3:1][O:2][CH:3]=[CH:4][C:5]1[C:10]([F:11])=[CH:9][C:8](Br)=[CH:7][C:6]=1[F:13].[Li]CCCC.[CH3:19][C:20]([CH3:22])=[O:21].O, predict the reaction product. The product is: [F:13][C:6]1[CH:7]=[C:8]([C:20]([OH:21])([CH3:22])[CH3:19])[CH:9]=[C:10]([F:11])[C:5]=1[CH:4]=[CH:3][O:2][CH3:1]. (5) Given the reactants [CH3:1][N:2]([CH2:4][CH2:5][N:6]1[C:20](=[O:21])[C:15]2=[CH:16][C:17]([NH2:19])=[CH:18][C:13]3[C:14]2=[C:9]([CH:10]=[CH:11][CH:12]=3)[C:7]1=[O:8])[CH3:3].[C:22]([C:24]1[CH:29]=[CH:28][C:27]([N:30]=[C:31]=[S:32])=[CH:26][CH:25]=1)#[N:23], predict the reaction product. The product is: [CH3:3][N:2]([CH3:1])[CH2:4][CH2:5][N:6]1[C:20](=[O:21])[C:15]2[CH:16]=[C:17]([NH:19][C:31]([NH:30][C:27]3[CH:28]=[CH:29][C:24]([C:22]#[N:23])=[CH:25][CH:26]=3)=[S:32])[CH:18]=[C:13]3[C:14]=2[C:9](=[CH:10][CH:11]=[CH:12]3)[C:7]1=[O:8]. (6) Given the reactants [NH2:1][C:2]1[CH:3]=[CH:4][C:5]([O:13][CH:14]([C:21]2[CH:26]=[CH:25][CH:24]=[CH:23][CH:22]=2)[C:15]2[CH:20]=[CH:19][CH:18]=[CH:17][CH:16]=2)=[C:6]([C:8](=O)[CH:9]([CH3:11])[CH3:10])[CH:7]=1.[CH3:27][O:28][C:29]1[CH:30]=[C:31]([N:35]=[C:36]=[O:37])[CH:32]=[CH:33][CH:34]=1, predict the reaction product. The product is: [CH:14]([O:13][C:5]1[CH:4]=[CH:3][C:2]([NH:1][C:36]([NH:35][C:31]2[CH:32]=[CH:33][CH:34]=[C:29]([O:28][CH3:27])[CH:30]=2)=[O:37])=[CH:7][C:6]=1[CH2:8][CH:9]([CH3:11])[CH3:10])([C:15]1[CH:20]=[CH:19][CH:18]=[CH:17][CH:16]=1)[C:21]1[CH:22]=[CH:23][CH:24]=[CH:25][CH:26]=1.